From a dataset of Forward reaction prediction with 1.9M reactions from USPTO patents (1976-2016). Predict the product of the given reaction. Given the reactants [Cl:1][C:2]1[CH:7]=[CH:6][C:5]([C:8]23[NH:20][CH2:19][CH2:18][N:9]2[C:10](=[O:17])[C:11]2[N:12]([CH:14]=[CH:15][CH:16]=2)[CH2:13]3)=[CH:4][CH:3]=1.[Br:21]N1C(=O)CCC1=O, predict the reaction product. The product is: [Br:21][C:15]1[CH:16]=[C:11]2[C:10](=[O:17])[N:9]3[CH2:18][CH2:19][NH:20][C:8]3([C:5]3[CH:6]=[CH:7][C:2]([Cl:1])=[CH:3][CH:4]=3)[CH2:13][N:12]2[CH:14]=1.[Br:21][C:14]1[N:12]2[CH2:13][C:8]3([C:5]4[CH:6]=[CH:7][C:2]([Cl:1])=[CH:3][CH:4]=4)[NH:20][CH2:19][CH2:18][N:9]3[C:10](=[O:17])[C:11]2=[CH:16][CH:15]=1.